From a dataset of Reaction yield outcomes from USPTO patents with 853,638 reactions. Predict the reaction yield, written as a fraction of the theoretical maximum amount of product (1.0 means a 100% yield; for example, 0.34 means a 34% yield). (1) The reactants are C(OC([N:8]1[CH:13]([C:14](=[O:30])[NH:15][C:16]2[CH:17]=[C:18]([Cl:29])[CH:19]=[C:20]3[C:28]=2[NH:27][C:26]2[CH:25]=[N:24][CH:23]=[CH:22][C:21]3=2)[CH2:12][O:11][C:10]([CH3:32])([CH3:31])[CH2:9]1)=O)(C)(C)C.Cl.CCOCC. The catalyst is CO.O1CCOCC1. The product is [Cl:29][C:18]1[CH:19]=[C:20]2[C:28](=[C:16]([NH:15][C:14]([CH:13]3[CH2:12][O:11][C:10]([CH3:32])([CH3:31])[CH2:9][NH:8]3)=[O:30])[CH:17]=1)[NH:27][C:26]1[CH:25]=[N:24][CH:23]=[CH:22][C:21]2=1. The yield is 0.990. (2) The reactants are [Br:1][C:2]1[CH:7]=[C:6]([F:8])[CH:5]=[C:4]([Br:9])[C:3]=1I.C([Mg]Cl)(C)C.CN([CH:19]=[O:20])C. The catalyst is C1(C)C=CC=CC=1. The product is [Br:1][C:2]1[CH:7]=[C:6]([F:8])[CH:5]=[C:4]([Br:9])[C:3]=1[CH:19]=[O:20]. The yield is 0.540. (3) The reactants are N#N.[CH:3]([Mg]Br)=[CH2:4].[CH2:7]([Sn:15](Cl)([CH2:24][CH2:25][CH2:26][CH2:27][CH2:28][CH2:29][CH2:30][CH3:31])[CH2:16][CH2:17][CH2:18][CH2:19][CH2:20][CH2:21][CH2:22][CH3:23])[CH2:8][CH2:9][CH2:10][CH2:11][CH2:12][CH2:13][CH3:14]. No catalyst specified. The product is [CH:3]([Sn:15]([CH2:24][CH2:25][CH2:26][CH2:27][CH2:28][CH2:29][CH2:30][CH3:31])([CH2:16][CH2:17][CH2:18][CH2:19][CH2:20][CH2:21][CH2:22][CH3:23])[CH2:7][CH2:8][CH2:9][CH2:10][CH2:11][CH2:12][CH2:13][CH3:14])=[CH2:4]. The yield is 0.930.